This data is from Forward reaction prediction with 1.9M reactions from USPTO patents (1976-2016). The task is: Predict the product of the given reaction. (1) Given the reactants [O:1]1[C:9]2[C:4](=[N:5][CH:6]=[CH:7][CH:8]=2)[CH:3]=[CH:2]1.C1C=C(Cl)C=C(C(OO)=[O:18])C=1, predict the reaction product. The product is: [O:1]1[C:9]2[C:4](=[N+:5]([O-:18])[CH:6]=[CH:7][CH:8]=2)[CH:3]=[CH:2]1. (2) The product is: [C:16]([N:8]1[C:9]2[C:5](=[CH:4][C:3]([O:2][CH3:1])=[C:11]([N+:12]([O-:15])=[O:13])[CH:10]=2)[CH2:6][CH2:7]1)(=[O:18])[CH3:17]. Given the reactants [CH3:1][O:2][C:3]1[CH:4]=[C:5]2[C:9](=[CH:10][CH:11]=1)[NH:8][CH2:7][CH2:6]2.[N+:12]([O-:15])(O)=[O:13].[C:16](OC(=O)C)(=[O:18])[CH3:17], predict the reaction product. (3) Given the reactants [H-].[Na+].[F:3][C:4]([F:15])([F:14])[C:5]1[CH:10]=[CH:9][C:8]([C:11](=[O:13])[CH3:12])=[CH:7][CH:6]=1.[CH2:16]([O:18][C:19](=[O:25])[C:20](OCC)=[O:21])[CH3:17], predict the reaction product. The product is: [CH2:16]([O:18][C:19](=[O:25])[C:20](=[O:21])[CH2:12][C:11](=[O:13])[C:8]1[CH:7]=[CH:6][C:5]([C:4]([F:14])([F:15])[F:3])=[CH:10][CH:9]=1)[CH3:17]. (4) The product is: [CH3:54][NH:55][C:24](=[O:25])[C:23]1[CH:22]=[CH:21][C:20]([O:19][C@H:16]2[CH2:17][CH2:18][C@@H:13]([NH:12][C:11]([NH:10][C:7]3[CH:8]=[CH:9][C:4]([O:3][C:2]([F:1])([F:30])[F:31])=[CH:5][CH:6]=3)=[O:29])[CH2:14][CH2:15]2)=[CH:28][CH:27]=1. Given the reactants [F:1][C:2]([F:31])([F:30])[O:3][C:4]1[CH:9]=[CH:8][C:7]([NH:10][C:11](=[O:29])[NH:12][C@@H:13]2[CH2:18][CH2:17][C@H:16]([O:19][C:20]3[CH:28]=[CH:27][C:23]([C:24](O)=[O:25])=[CH:22][CH:21]=3)[CH2:15][CH2:14]2)=[CH:6][CH:5]=1.CCN=C=NCCCN(C)C.Cl.C1C=CC2N(O)N=NC=2C=1.[CH3:54][NH2:55], predict the reaction product. (5) The product is: [NH2:1][C:2]1[N:7]=[CH:6][C:5]([C:8]2[CH:13]=[CH:12][C:11]3[N:14]([C:15]([CH3:16])([CH3:18])[CH3:17])[C:20]([C:22]4[CH:23]=[C:24]([CH:27]=[CH:28][C:29]=4[N:30]4[CH:34]=[N:33][CH:32]=[N:31]4)[C:25]#[N:26])=[N:19][C:10]=3[CH:9]=2)=[CH:4][N:3]=1. Given the reactants [NH2:1][C:2]1[N:7]=[CH:6][C:5]([C:8]2[CH:9]=[C:10]([NH2:19])[C:11]([NH:14][C:15]([CH3:18])([CH3:17])[CH3:16])=[CH:12][CH:13]=2)=[CH:4][N:3]=1.[CH:20]([C:22]1[CH:23]=[C:24]([CH:27]=[CH:28][C:29]=1[N:30]1[CH:34]=[N:33][CH:32]=[N:31]1)[C:25]#[N:26])=O.OOS([O-])=O.[K+].S([O-])([O-])(=O)=S.[Na+].[Na+], predict the reaction product. (6) Given the reactants [Cl:1][C:2]1[N:3]=[C:4]([N:14]2[CH2:19][CH2:18][O:17][CH2:16][CH2:15]2)[C:5]2[S:10][C:9]([CH2:11]O)=[C:8]([CH3:13])[C:6]=2[N:7]=1.P(Br)(Br)[Br:21], predict the reaction product. The product is: [Br:21][CH2:11][C:9]1[S:10][C:5]2[C:4]([N:14]3[CH2:19][CH2:18][O:17][CH2:16][CH2:15]3)=[N:3][C:2]([Cl:1])=[N:7][C:6]=2[C:8]=1[CH3:13]. (7) Given the reactants C([O:3][C:4](=O)[CH2:5][C:6]1[C:11]([Cl:12])=[CH:10][N:9]=[C:8]([N:13]2[CH2:18][CH2:17][N:16]([CH3:19])[CH2:15][CH2:14]2)[CH:7]=1)C.C([NH2:23])=O.C[O-].[Na+].[O-]S([O-])(=O)=O.[Na+].[Na+], predict the reaction product. The product is: [Cl:12][C:11]1[C:6]([CH2:5][C:4]([NH2:23])=[O:3])=[CH:7][C:8]([N:13]2[CH2:18][CH2:17][N:16]([CH3:19])[CH2:15][CH2:14]2)=[N:9][CH:10]=1.